This data is from Peptide-MHC class I binding affinity with 185,985 pairs from IEDB/IMGT. The task is: Regression. Given a peptide amino acid sequence and an MHC pseudo amino acid sequence, predict their binding affinity value. This is MHC class I binding data. (1) The peptide sequence is SGFMPKCSK. The MHC is HLA-A31:01 with pseudo-sequence HLA-A31:01. The binding affinity (normalized) is 0.444. (2) The peptide sequence is LLLIALWNL. The MHC is HLA-A33:01 with pseudo-sequence HLA-A33:01. The binding affinity (normalized) is 0. (3) The peptide sequence is YKFSCGLSL. The MHC is HLA-B15:03 with pseudo-sequence HLA-B15:03. The binding affinity (normalized) is 1.00. (4) The peptide sequence is LEDRHNGKL. The MHC is Mamu-A11 with pseudo-sequence Mamu-A11. The binding affinity (normalized) is 0.372. (5) The peptide sequence is PLKVKDIPF. The MHC is HLA-B40:01 with pseudo-sequence HLA-B40:01. The binding affinity (normalized) is 0.0847. (6) The peptide sequence is KRWIIMGLNK. The MHC is HLA-B45:01 with pseudo-sequence HLA-B45:01. The binding affinity (normalized) is 0.